Dataset: Full USPTO retrosynthesis dataset with 1.9M reactions from patents (1976-2016). Task: Predict the reactants needed to synthesize the given product. (1) The reactants are: [Br:1][C:2]1[CH:3]=[CH:4][C:5]2[O:9][C:8]([C:10](=[O:12])[NH2:11])=[C:7]([NH:13][C:14]([CH:16]3[CH2:19]N(C(OC(C)(C)C)=O)C3)=[O:15])[C:6]=2[CH:27]=1.[C:28]([O:32][C:33]([N:35]1C[C@H](O)C[C@H:36]1[C:37](O)=[O:38])=[O:34])([CH3:31])([CH3:30])[CH3:29].C(N1CC(C(O)=O)C1)(OC(C)(C)C)=O. Given the product [NH2:11][C:10]([C:8]1[O:9][C:5]2[CH:4]=[CH:3][C:2]([Br:1])=[CH:27][C:6]=2[C:7]=1[NH:13][C:14]([C@@H:16]1[CH2:19][C@@H:37]([OH:38])[CH2:36][N:35]1[C:33]([O:32][C:28]([CH3:31])([CH3:30])[CH3:29])=[O:34])=[O:15])=[O:12], predict the reactants needed to synthesize it. (2) Given the product [ClH:23].[CH3:1][O:2][C:3]1[CH:4]=[CH:5][C:6]([CH:9]([CH3:39])[CH2:10][N:11]([CH2:24][CH2:25][CH2:26][O:27][C:28]2[CH2:29][C:30](=[CH:34][C:35]([OH:37])=[O:36])[CH:31]=[CH:32][CH:33]=2)[CH2:12][C:13]2[CH:18]=[CH:17][CH:16]=[C:15]([C:19]([F:22])([F:20])[F:21])[C:14]=2[Cl:23])=[CH:7][CH:8]=1, predict the reactants needed to synthesize it. The reactants are: [CH3:1][O:2][C:3]1[CH:8]=[CH:7][C:6]([CH:9]([CH3:39])[CH2:10][N:11]([CH2:24][CH2:25][CH2:26][O:27][C:28]2[CH2:29][C:30](=[CH:34][C:35]([O:37]C)=[O:36])[CH:31]=[CH:32][CH:33]=2)[CH2:12][C:13]2[CH:18]=[CH:17][CH:16]=[C:15]([C:19]([F:22])([F:21])[F:20])[C:14]=2[Cl:23])=[CH:5][CH:4]=1.ClC1C=CC=CC=1C(C)CN(CCCOC1CC(=CC(O)=O)C=CC=1)CC1C=CC=C(C(F)(F)F)C=1Cl.